Dataset: Reaction yield outcomes from USPTO patents with 853,638 reactions. Task: Predict the reaction yield, written as a fraction of the theoretical maximum amount of product (1.0 means a 100% yield; for example, 0.34 means a 34% yield). (1) The reactants are [CH:1]1([N:4]([CH:18]2[CH2:23][CH2:22][NH:21][CH2:20][CH2:19]2)[S:5]([C:8]2[CH:13]=[CH:12][CH:11]=[C:10]([C:14]([F:17])([F:16])[F:15])[CH:9]=2)(=[O:7])=[O:6])[CH2:3][CH2:2]1.C1C=CC2N(O)N=NC=2C=1.CCN=C=NCCCN(C)C.[OH:45][C:46]1[CH:54]=[CH:53][C:49]([C:50](O)=[O:51])=[CH:48][N:47]=1. The catalyst is CN(C=O)C. The product is [CH:1]1([N:4]([CH:18]2[CH2:23][CH2:22][N:21]([C:50]([C:49]3[CH:53]=[CH:54][C:46](=[O:45])[NH:47][CH:48]=3)=[O:51])[CH2:20][CH2:19]2)[S:5]([C:8]2[CH:13]=[CH:12][CH:11]=[C:10]([C:14]([F:17])([F:15])[F:16])[CH:9]=2)(=[O:6])=[O:7])[CH2:3][CH2:2]1. The yield is 0.830. (2) The reactants are [Cl:1][C:2]1[CH:3]=[C:4]([CH:20]=[CH:21][C:22]=1[C:23]([N:25]1[CH2:29][CH2:28][CH2:27][CH:26]1[C:30]([O:32]C)=[O:31])=[O:24])[C:5]([NH:7][CH:8]([C:10]1[NH:14][C:13]2[CH:15]=[CH:16][C:17]([Cl:19])=[CH:18][C:12]=2[N:11]=1)[CH3:9])=[O:6].[OH-].[Na+].ClCl. The catalyst is C(O)(C)C. The product is [Cl:1][C:2]1[CH:3]=[C:4]([CH:20]=[CH:21][C:22]=1[C:23]([N:25]1[CH2:29][CH2:28][CH2:27][CH:26]1[C:30]([OH:32])=[O:31])=[O:24])[C:5]([NH:7][CH:8]([C:10]1[NH:14][C:13]2[CH:15]=[CH:16][C:17]([Cl:19])=[CH:18][C:12]=2[N:11]=1)[CH3:9])=[O:6]. The yield is 0.850. (3) The reactants are [OH:1][C:2]1[CH:3]=[C:4]2[C:9](=[CH:10][CH:11]=1)[S:8][C:7]([CH3:13])([CH3:12])[CH2:6][C:5]2=[O:14].[F:15][C:16]([F:29])([F:28])[S:17](O[S:17]([C:16]([F:29])([F:28])[F:15])(=[O:19])=[O:18])(=[O:19])=[O:18]. The catalyst is N1C=CC=CC=1. The product is [F:15][C:16]([F:29])([F:28])[S:17]([O:1][C:2]1[CH:3]=[C:4]2[C:9](=[CH:10][CH:11]=1)[S:8][C:7]([CH3:12])([CH3:13])[CH2:6][C:5]2=[O:14])(=[O:19])=[O:18]. The yield is 0.470. (4) The reactants are [Si](Cl)(Cl)(C)C.[CH3:6][C:7]1[CH:8]=[C:9]([C:14]2[CH:22]=[CH:21][CH:20]=[C:19]3[C:15]=2[CH:16]=[C:17]([CH:23]([CH3:25])[CH3:24])[CH-:18]3)[CH:10]=[C:11]([CH3:13])[CH:12]=1.[Li+]. No catalyst specified. The product is [CH3:13][C:11]1[CH:10]=[C:9]([C:14]2[CH:22]=[CH:21][CH:20]=[C:19]3[C:15]=2[CH:16]=[C:17]([CH:23]([CH3:25])[CH3:24])[CH2:18]3)[CH:8]=[C:7]([CH3:6])[CH:12]=1. The yield is 0.670.